This data is from Forward reaction prediction with 1.9M reactions from USPTO patents (1976-2016). The task is: Predict the product of the given reaction. (1) Given the reactants [N+:1]([C:4]1[CH:9]=[CH:8][C:7]([OH:10])=[CH:6][CH:5]=1)([O-:3])=[O:2].[H-].[Na+].C(P(C(C)(C)C)C1C=CC=CC=1C1C(C(C)C)=CC(C(C)C)=CC=1C(C)C)(C)(C)C.[C:43]([NH:51][C:52]1[CH:64]=[C:63](Br)[CH:62]=[CH:61][C:53]=1[C:54]([O:56][C:57]([CH3:60])([CH3:59])[CH3:58])=[O:55])(=[O:50])[C:44]1[CH:49]=[CH:48][CH:47]=[CH:46][CH:45]=1.F[B-](F)(F)F.C(P(C(C)(C)C)C(C)(C)C)(C)(C)C.C(O)(=O)CC(CC(O)=O)(C(O)=O)O, predict the reaction product. The product is: [C:43]([NH:51][C:52]1[CH:64]=[C:63]([O:10][C:7]2[CH:8]=[CH:9][C:4]([N+:1]([O-:3])=[O:2])=[CH:5][CH:6]=2)[CH:62]=[CH:61][C:53]=1[C:54]([O:56][C:57]([CH3:59])([CH3:60])[CH3:58])=[O:55])(=[O:50])[C:44]1[CH:45]=[CH:46][CH:47]=[CH:48][CH:49]=1. (2) Given the reactants CC1(C)C(C)(C)OB([C:9]2[CH:10]=[N:11][N:12]([C:14]3[CH:15]=[N:16][CH:17]=[CH:18][CH:19]=3)[CH:13]=2)O1.Br[C:22]1[S:23][CH:24]=[C:25]([C:27]([NH:29][S:30]([CH3:33])(=[O:32])=[O:31])=[O:28])[N:26]=1, predict the reaction product. The product is: [CH3:33][S:30]([NH:29][C:27]([C:25]1[N:26]=[C:22]([C:9]2[CH:10]=[N:11][N:12]([C:14]3[CH:15]=[N:16][CH:17]=[CH:18][CH:19]=3)[CH:13]=2)[S:23][CH:24]=1)=[O:28])(=[O:31])=[O:32]. (3) Given the reactants C([Si](C)(C)[O:6][CH:7]([CH:24]1[CH2:26][CH2:25]1)[CH2:8][O:9][C:10]1[C:11]([N:18]2[CH2:23][CH2:22][O:21][CH2:20][CH2:19]2)=[N:12][C:13]([Cl:17])=[N:14][C:15]=1[Cl:16])(C)(C)C.CCCC[N+](CCCC)(CCCC)CCCC.[F-], predict the reaction product. The product is: [CH:24]1([CH:7]([OH:6])[CH2:8][O:9][C:10]2[C:15]([Cl:16])=[N:14][C:13]([Cl:17])=[N:12][C:11]=2[N:18]2[CH2:19][CH2:20][O:21][CH2:22][CH2:23]2)[CH2:26][CH2:25]1. (4) The product is: [CH:12]([N:11]1[C:3]2[CH:4]=[C:5]([C:6]([OH:8])=[O:7])[CH:9]=[CH:10][C:2]=2[N:1]=[N:15]1)([CH3:14])[CH3:13]. Given the reactants [NH2:1][C:2]1[CH:10]=[CH:9][C:5]([C:6]([OH:8])=[O:7])=[CH:4][C:3]=1[NH:11][CH:12]([CH3:14])[CH3:13].[N:15]([O-])=O.[Na+], predict the reaction product. (5) Given the reactants Cl[Si:2]([CH:9]([CH3:11])[CH3:10])([CH:6]([CH3:8])[CH3:7])[CH:3]([CH3:5])[CH3:4].[C:12]([O:16][C:17](=[O:36])[NH:18][C@@H:19]1[CH2:24][CH2:23][N:22]([C:25]2[CH:30]=[C:29]([C:31]#[N:32])[CH:28]=[C:27]([NH2:33])[C:26]=2[Cl:34])[CH2:21][C@H:20]1[OH:35])([CH3:15])([CH3:14])[CH3:13].N1C=CN=C1, predict the reaction product. The product is: [C:12]([O:16][C:17](=[O:36])[NH:18][C@@H:19]1[CH2:24][CH2:23][N:22]([C:25]2[CH:30]=[C:29]([C:31]#[N:32])[CH:28]=[C:27]([NH2:33])[C:26]=2[Cl:34])[CH2:21][C@H:20]1[O:35][Si:2]([CH:9]([CH3:11])[CH3:10])([CH:6]([CH3:8])[CH3:7])[CH:3]([CH3:5])[CH3:4])([CH3:15])([CH3:13])[CH3:14]. (6) Given the reactants [CH3:1][O:2][C:3]1[CH:8]=[CH:7][C:6]([OH:9])=[CH:5][CH:4]=1.[F:10][C:11]([F:21])([F:20])[C:12]1[CH:13]=[C:14]([CH:17]=[CH:18][CH:19]=1)[CH2:15]Cl, predict the reaction product. The product is: [CH3:1][O:2][C:3]1[CH:8]=[CH:7][C:6]([OH:9])=[C:5]([CH2:15][C:14]2[CH:17]=[CH:18][CH:19]=[C:12]([C:11]([F:10])([F:20])[F:21])[CH:13]=2)[CH:4]=1. (7) Given the reactants Cl[C:2]1[N:3]=[CH:4][C:5]2[CH2:11][N:10]([C:12]3[C:17]([F:18])=[C:16]([O:19][CH3:20])[CH:15]=[C:14]([O:21][CH3:22])[C:13]=3[F:23])[C:9](=[O:24])[C:8]3([CH2:26][CH2:25]3)[C:6]=2[N:7]=1.[CH3:27][C:28]1[CH:34]=[CH:33][C:31]([NH2:32])=[CH:30][C:29]=1B1OC(C)(C)C(C)(C)O1, predict the reaction product. The product is: [F:23][C:13]1[C:14]([O:21][CH3:22])=[CH:15][C:16]([O:19][CH3:20])=[C:17]([F:18])[C:12]=1[N:10]1[C:9](=[O:24])[C:8]2([CH2:26][CH2:25]2)[C:6]2[N:7]=[C:2]([C:34]3[CH:33]=[C:31]([NH:32][C:16](=[O:19])[CH:15]=[CH2:14])[CH:30]=[CH:29][C:28]=3[CH3:27])[N:3]=[CH:4][C:5]=2[CH2:11]1.